From a dataset of Reaction yield outcomes from USPTO patents with 853,638 reactions. Predict the reaction yield, written as a fraction of the theoretical maximum amount of product (1.0 means a 100% yield; for example, 0.34 means a 34% yield). (1) The reactants are [CH2:1]([N:8]([CH2:31][C:32]1[CH:37]=CC=C[CH:33]=1)[C@@H:9]([CH2:24][C:25]1[CH:30]=[CH:29][CH:28]=[CH:27][CH:26]=1)[C:10]([C@H:12]1[CH2:16][CH2:15][CH2:14][N:13]1[C:17](OC(C)(C)C)=[O:18])=[O:11])C1C=CC=CC=1.[BH4-].[Na+]. The catalyst is CO. The product is [CH2:31]([N:8]([CH2:1][C:25]1[CH:30]=[CH:29][CH:28]=[CH:27][CH:26]=1)[C@H:9]([C@H:10]1[O:11][C:17](=[O:18])[N:13]2[CH2:14][CH2:15][CH2:16][C@H:12]12)[CH2:24][C:25]1[CH:30]=[CH:29][CH:28]=[CH:27][CH:26]=1)[C:32]1[CH:37]=[CH:24][CH:9]=[CH:10][CH:33]=1. The yield is 0.220. (2) The product is [Cl:56][C:55]1[CH:54]=[CH:53][CH:52]=[C:51]([Cl:57])[C:50]=1[CH2:49][N:37]1[C:36](=[O:58])[C:35]([CH2:32][OH:33])=[CH:40][C:39]([C:41]2[CH:46]=[CH:45][C:44]([F:47])=[C:43]([CH3:48])[CH:42]=2)=[N:38]1. No catalyst specified. The reactants are FC1C=C(F)C=CC=1C1C=C(CN2C(=O)C3=CC=CC=C3C2=O)C(=O)N(CC(C)C)N=1.[C:32]([C:35]1[C:36](=[O:58])[N:37]([CH2:49][C:50]2[C:55]([Cl:56])=[CH:54][CH:53]=[CH:52][C:51]=2[Cl:57])[N:38]=[C:39]([C:41]2[CH:46]=[CH:45][C:44]([F:47])=[C:43]([CH3:48])[CH:42]=2)[CH:40]=1)(O)=[O:33]. The yield is 0.461. (3) The yield is 0.260. The product is [C:33]([C:19]1[C:20]2[S:24][C:23]([NH:25][C:26]([CH:28]3[CH2:30][CH2:29]3)=[O:27])=[N:22][C:21]=2[CH:31]=[CH:32][C:18]=1[O:17][C:16]1[CH:35]=[CH:36][CH:37]=[C:14]([NH:13][C:6](=[O:12])[NH:53][C:50]2[CH:51]=[N:52][C:47]([C:46]([F:55])([F:45])[F:54])=[CH:48][CH:49]=2)[CH:15]=1)#[N:34]. The reactants are ClC(O[C:6](=[O:12])OC(Cl)(Cl)Cl)(Cl)Cl.[NH2:13][C:14]1[CH:15]=[C:16]([CH:35]=[CH:36][CH:37]=1)[O:17][C:18]1[CH:32]=[CH:31][C:21]2[N:22]=[C:23]([NH:25][C:26]([CH:28]3[CH2:30][CH2:29]3)=[O:27])[S:24][C:20]=2[C:19]=1[C:33]#[N:34].C(N(CC)CC)C.[F:45][C:46]([F:55])([F:54])[C:47]1[N:52]=[CH:51][C:50]([NH2:53])=[CH:49][CH:48]=1. The catalyst is O1CCCC1.C(OCC)(=O)C.